From a dataset of Forward reaction prediction with 1.9M reactions from USPTO patents (1976-2016). Predict the product of the given reaction. (1) Given the reactants [NH:1]1[C:5]2=[N:6][CH:7]=[CH:8][CH:9]=[C:4]2[C:3]([C:10]2[CH:15]=[CH:14][N:13]=[C:12]([NH:16][CH:17]3[CH2:22][CH2:21][N:20](C(=O)C)[CH2:19][CH2:18]3)[N:11]=2)=[CH:2]1.[OH-].[Na+], predict the reaction product. The product is: [NH:20]1[CH2:21][CH2:22][CH:17]([NH:16][C:12]2[N:11]=[C:10]([C:3]3[C:4]4[C:5](=[N:6][CH:7]=[CH:8][CH:9]=4)[NH:1][CH:2]=3)[CH:15]=[CH:14][N:13]=2)[CH2:18][CH2:19]1. (2) Given the reactants [F:1][C:2]1[CH:3]=[C:4]2[C:9](=[CH:10][C:11]=1[F:12])[N:8]=[C:7]([C:13]([O:15]CC)=[O:14])[C:6]([OH:18])=[N:5]2.O.[OH-].[Li+].Cl, predict the reaction product. The product is: [F:1][C:2]1[CH:3]=[C:4]2[C:9](=[CH:10][C:11]=1[F:12])[N:8]=[C:7]([C:13]([OH:15])=[O:14])[C:6]([OH:18])=[N:5]2. (3) Given the reactants [CH2:1]([N:8]([CH2:13][C:14]#[N:15])[C:9]([CH3:12])([CH3:11])[CH3:10])[C:2]1[CH:7]=[CH:6][CH:5]=[CH:4][CH:3]=1.[H-].[Al+3].[Li+].[H-].[H-].[H-].O.[OH-].[Na+], predict the reaction product. The product is: [CH2:1]([N:8]([C:9]([CH3:12])([CH3:11])[CH3:10])[CH2:13][CH2:14][NH2:15])[C:2]1[CH:7]=[CH:6][CH:5]=[CH:4][CH:3]=1. (4) Given the reactants Br[C:2]1[CH:7]=[CH:6][C:5]([CH3:8])=[CH:4][C:3]=1[F:9].CCOC(C)=O.[CH3:16][N:17](C=O)C, predict the reaction product. The product is: [C:16]([C:2]1[CH:7]=[CH:6][C:5]([CH3:8])=[CH:4][C:3]=1[F:9])#[N:17]. (5) Given the reactants [CH2:1]([NH:8][C@@H:9]1[CH2:15][CH2:14][C@@H:13]2[N:16]([CH2:17][C:18]3[CH:23]=[CH:22][CH:21]=[CH:20][CH:19]=3)[C@@:10]1([C:31]1[CH:36]=[CH:35][CH:34]=[CH:33][CH:32]=1)[CH2:11][C@H:12]2[C:24]([O:26]C(C)(C)C)=[O:25])[C:2]1[CH:7]=[CH:6][CH:5]=[CH:4][CH:3]=1.C(=O)([O-])[O-].[K+].[K+].[CH2:43](Br)[C:44]1[CH:49]=[CH:48][CH:47]=[CH:46][CH:45]=1.O, predict the reaction product. The product is: [CH2:43]([N:8]([CH2:1][C:2]1[CH:3]=[CH:4][CH:5]=[CH:6][CH:7]=1)[C@@H:9]1[CH2:15][CH2:14][C@@H:13]2[N:16]([CH2:17][C:18]3[CH:23]=[CH:22][CH:21]=[CH:20][CH:19]=3)[C@@:10]1([C:31]1[CH:32]=[CH:33][CH:34]=[CH:35][CH:36]=1)[CH2:11][C@H:12]2[C:24]([OH:26])=[O:25])[C:44]1[CH:49]=[CH:48][CH:47]=[CH:46][CH:45]=1.